Dataset: NCI-60 drug combinations with 297,098 pairs across 59 cell lines. Task: Regression. Given two drug SMILES strings and cell line genomic features, predict the synergy score measuring deviation from expected non-interaction effect. (1) Drug 2: C(CC(=O)O)C(=O)CN.Cl. Cell line: HL-60(TB). Synergy scores: CSS=66.9, Synergy_ZIP=-2.28, Synergy_Bliss=-2.48, Synergy_Loewe=-38.2, Synergy_HSA=-2.09. Drug 1: C1CN1P(=S)(N2CC2)N3CC3. (2) Drug 1: C(CC(=O)O)C(=O)CN.Cl. Drug 2: CCN(CC)CCCC(C)NC1=C2C=C(C=CC2=NC3=C1C=CC(=C3)Cl)OC. Cell line: OVCAR-5. Synergy scores: CSS=39.3, Synergy_ZIP=-5.70, Synergy_Bliss=1.62, Synergy_Loewe=2.81, Synergy_HSA=3.51. (3) Drug 1: CCC1(CC2CC(C3=C(CCN(C2)C1)C4=CC=CC=C4N3)(C5=C(C=C6C(=C5)C78CCN9C7C(C=CC9)(C(C(C8N6C=O)(C(=O)OC)O)OC(=O)C)CC)OC)C(=O)OC)O.OS(=O)(=O)O. Drug 2: COC1=NC(=NC2=C1N=CN2C3C(C(C(O3)CO)O)O)N. Cell line: BT-549. Synergy scores: CSS=5.92, Synergy_ZIP=-1.24, Synergy_Bliss=3.54, Synergy_Loewe=-16.1, Synergy_HSA=2.05. (4) Drug 1: C1=CC(=CC=C1CCC2=CNC3=C2C(=O)NC(=N3)N)C(=O)NC(CCC(=O)O)C(=O)O. Drug 2: C1=NC2=C(N=C(N=C2N1C3C(C(C(O3)CO)O)O)F)N. Cell line: NCI-H460. Synergy scores: CSS=37.9, Synergy_ZIP=-2.26, Synergy_Bliss=-5.90, Synergy_Loewe=-27.7, Synergy_HSA=-5.62. (5) Drug 1: C1=NC(=NC(=O)N1C2C(C(C(O2)CO)O)O)N. Drug 2: C1=CC=C(C=C1)NC(=O)CCCCCCC(=O)NO. Cell line: NCI-H226. Synergy scores: CSS=8.75, Synergy_ZIP=-6.17, Synergy_Bliss=-2.03, Synergy_Loewe=-6.36, Synergy_HSA=-1.03. (6) Drug 1: C1CCC(CC1)NC(=O)N(CCCl)N=O. Drug 2: C1=CC(=CC=C1C#N)C(C2=CC=C(C=C2)C#N)N3C=NC=N3. Cell line: MOLT-4. Synergy scores: CSS=44.0, Synergy_ZIP=0.528, Synergy_Bliss=1.32, Synergy_Loewe=-2.14, Synergy_HSA=1.42. (7) Drug 1: CC1=CC=C(C=C1)C2=CC(=NN2C3=CC=C(C=C3)S(=O)(=O)N)C(F)(F)F. Drug 2: CCC1(CC2CC(C3=C(CCN(C2)C1)C4=CC=CC=C4N3)(C5=C(C=C6C(=C5)C78CCN9C7C(C=CC9)(C(C(C8N6C)(C(=O)OC)O)OC(=O)C)CC)OC)C(=O)OC)O.OS(=O)(=O)O. Cell line: MDA-MB-231. Synergy scores: CSS=3.34, Synergy_ZIP=-1.74, Synergy_Bliss=-1.15, Synergy_Loewe=-0.104, Synergy_HSA=-1.72. (8) Drug 1: CCC1=CC2CC(C3=C(CN(C2)C1)C4=CC=CC=C4N3)(C5=C(C=C6C(=C5)C78CCN9C7C(C=CC9)(C(C(C8N6C)(C(=O)OC)O)OC(=O)C)CC)OC)C(=O)OC.C(C(C(=O)O)O)(C(=O)O)O. Drug 2: CC12CCC3C(C1CCC2O)C(CC4=C3C=CC(=C4)O)CCCCCCCCCS(=O)CCCC(C(F)(F)F)(F)F. Cell line: LOX IMVI. Synergy scores: CSS=36.8, Synergy_ZIP=-1.49, Synergy_Bliss=-1.24, Synergy_Loewe=-17.8, Synergy_HSA=0.0428.